Dataset: Retrosynthesis with 50K atom-mapped reactions and 10 reaction types from USPTO. Task: Predict the reactants needed to synthesize the given product. (1) Given the product CC(C)c1ccc(N2CCNCC2COc2ccc(Cl)cc2)cc1, predict the reactants needed to synthesize it. The reactants are: CC(C)c1ccc(N2CCN(Cc3ccccc3)CC2COc2ccc(Cl)cc2)cc1. (2) Given the product COc1ncnc2c(C3CC3)csc12, predict the reactants needed to synthesize it. The reactants are: COc1ncnc2c(Br)csc12.OB(O)C1CC1.